The task is: Regression/Classification. Given a drug SMILES string, predict its toxicity properties. Task type varies by dataset: regression for continuous values (e.g., LD50, hERG inhibition percentage) or binary classification for toxic/non-toxic outcomes (e.g., AMES mutagenicity, cardiotoxicity, hepatotoxicity). Dataset: ld50_zhu.. This data is from Acute oral toxicity (LD50) regression data from Zhu et al.. (1) The compound is CC(C)OC(=O)C(Cl)(Cl)Cl. The rat oral LD50 is 1.67, given as -log10 of the dose in mol/kg body weight (higher means more acutely toxic). (2) The rat oral LD50 is 1.11, given as -log10 of the dose in mol/kg body weight (higher means more acutely toxic). The drug is OCCc1ccccn1. (3) The molecule is CCCCCCCCCCCCCCCCOC(=O)C1CC1. The rat oral LD50 is 1.41, given as -log10 of the dose in mol/kg body weight (higher means more acutely toxic). (4) The drug is CCOC(=O)C(C)(C)Oc1ccc(Cl)cc1. The rat oral LD50 is 2.41, given as -log10 of the dose in mol/kg body weight (higher means more acutely toxic). (5) The molecule is O=C1CN=C(c2ccccc2)c2c(sc3c2CCCC3)N1. The rat oral LD50 is 2.17, given as -log10 of the dose in mol/kg body weight (higher means more acutely toxic).